This data is from Antibody developability classification from SAbDab with 2,409 antibodies. The task is: Regression/Classification. Given an antibody's heavy chain and light chain sequences, predict its developability. TAP uses regression for 5 developability metrics; SAbDab uses binary classification. (1) The antibody is ['EVQLVESGGGLVQPGGSLRLSCAASGFNIKDTWIHWVRQAPGKGLEWVARIYPTNGYTRYADSVKGRFTISADTSKNTAYLQMNSLRAEDTAVYYCSRWGGMMFYAMDYWGQGTLVTVSS', 'DIQMTQSPSSLSASVGDRVTITCRASQDIPRRISGYVAWYQQKPGKAPKLLIYWGSYLYSGVPSRFSGSGSGTDFTLTISSLQPEDFATYYCQQHYTTPPTFGQGTKVEIK']. Result: 1 (developable). (2) The antibody is ['2atk', 'PROT_7E7F8549']. Result: 0 (not developable). (3) The antibody is ['EVQLVESGGGLVKPGGSLRLSCAASGFTFSSYSMNWVRQAPGKGLEWVSSISSSSSYISYADSVKGRFTISRDNAKNSLYLQMNSLRAEDTAVYFCARDYDFWSAYYDAFDVWGQGTMVTVSS', 'ESVLTQPPSVSGAPGQRVTISCTGSSSNIGAGYDVHWYQQLPGTAPKLLISGNSNRPSGVPDRFSGSKSGTSASLAITGLQAEDEADYYCQSYDSSLSGSVFGGGTKLTVL']. Result: 0 (not developable). (4) The antibody is ['QVQLQQSGGGVVQPGRSLRLSCAASGFTFSSYAMHWVRQAPGKGLEWVAVISHGGSNKYYADSVKGRFTISRDNSKNTLYLQMNSLRAEDTAVYYCARDFSWRGYYMDVWGKGTLVTVSS', 'ETTLTQSPATLSLSPGERATLSCRASQSISSYLAWYQQKPGQAPRLLIYGASTRATGIPDRFSGSGSGTDFTLTISRLEPEDFAVYYCQQYGSSPRTFGGGTKVEIK']. Result: 0 (not developable). (5) The antibody is ['QVQLVQSGAEMKDPGASVKVSCRASGYKFTDYYMHWVRQAPGQGLEWVGWVNTNGGFTKYGAKFQGRVTVTRDTSTNTVFLELSRLTFGDTAMYFCARPMRPVSHGIDYSGLFVFQFWGRGTMVTVSS', 'QSALTQPASVSASPGQSITISCSGTRSDVGGYDFVSWYQQHPGKVPKLIIYEVTKRPSGIPQRFSGSKSGNTASLTISGLQADDEADYYCCSYANYDKLILGGGTKLTVL']. Result: 1 (developable). (6) The antibody is ['QVQLVQSGPELKKPGETVKISCKASGYMFTNYGMNWVKQAPGKALKWMGWINPYTGESTFADDFKGRFAFFLETSATTAYLQINNLKNEDTATYFCARGTTIVWAMDYWGQGTSVTVSS', 'ELVMTQTPLSLPVSLGDQASISCRSSQSLVHSNGNTYLHWYLQKPGQSPKFLIYKVSNRFSGVPDRFSGSGSGTDFILKISRVEAEDLGVYFCFQSTHFFPTFGGGTKLEIK']. Result: 0 (not developable). (7) The antibody is ['QVQLQQSGAEVARPGASVKLSCKASGYTFTSYWLQWVKQRPGQGLEWIGAIWPGDDDTRYAQKFQGKATMTADKSSSTAYIQLSNLASEDSAVYYCARKGGFAMDYWGQGTSVTVSS', 'NIVMTQSPTSLAVSLGQRATISCRASESVDSFGKSFMHFYQQKPGQPPKLLIHLASNLESGVPARFTGRGSRTDFTLTIDPVEADDAATYYCQQNNEVPFTFGSGTKLEVK']. Result: 0 (not developable).